The task is: Predict the product of the given reaction.. This data is from Forward reaction prediction with 1.9M reactions from USPTO patents (1976-2016). (1) Given the reactants [CH3:1][O:2][C:3]1[CH:4]=[C:5]2[C:9](=[CH:10][CH:11]=1)[NH:8][CH:7]=[CH:6]2.[Br:12][CH2:13][CH2:14][CH2:15][CH2:16]Br, predict the reaction product. The product is: [Br:12][CH2:13][CH2:14][CH2:15][CH2:16][N:8]1[C:9]2[C:5](=[CH:4][C:3]([O:2][CH3:1])=[CH:11][CH:10]=2)[CH:6]=[CH:7]1. (2) The product is: [C:35]([OH:47])(=[O:46])[CH2:36][C:37]([CH2:42][C:43]([OH:45])=[O:44])([C:39]([OH:41])=[O:40])[OH:38].[CH3:1][N:2]([CH3:34])[C:3]1([C:28]2[CH:29]=[CH:30][CH:31]=[CH:32][CH:33]=2)[CH2:8][CH2:7][CH:6]([CH2:9][NH:10][C:11]([N:13]2[CH2:18][CH2:17][CH2:16][CH:15]([C:19]3[C:27]4[C:22](=[CH:23][CH:24]=[CH:25][CH:26]=4)[NH:21][CH:20]=3)[CH2:14]2)=[O:12])[CH2:5][CH2:4]1. Given the reactants [CH3:1][N:2]([CH3:34])[C:3]1([C:28]2[CH:33]=[CH:32][CH:31]=[CH:30][CH:29]=2)[CH2:8][CH2:7][CH:6]([CH2:9][NH:10][C:11]([N:13]2[CH2:18][CH2:17][CH2:16][CH:15]([C:19]3[C:27]4[C:22](=[CH:23][CH:24]=[CH:25][CH:26]=4)[NH:21][CH:20]=3)[CH2:14]2)=[O:12])[CH2:5][CH2:4]1.[C:35]([OH:47])(=[O:46])[CH2:36][C:37]([CH2:42][C:43]([OH:45])=[O:44])([C:39]([OH:41])=[O:40])[OH:38], predict the reaction product. (3) Given the reactants [C:1]1([N:11]2[CH2:16][CH2:15][N:14]([CH2:17][CH2:18][CH2:19][CH2:20][O:21][C:22]3[CH:30]=[C:29]4[C:25]([CH:26]=[N:27][NH:28]4)=[CH:24][CH:23]=3)[CH2:13][CH2:12]2)[C:10]2[C:5](=CC=CC=2)[CH:4]=[CH:3][CH:2]=1.[Cl:31]C1C=CC=CC=1N1CCNCC1, predict the reaction product. The product is: [Cl:31][C:10]1[CH:5]=[CH:4][CH:3]=[CH:2][C:1]=1[N:11]1[CH2:16][CH2:15][N:14]([CH2:17][CH2:18][CH2:19][CH2:20][O:21][C:22]2[CH:30]=[C:29]3[C:25]([CH:26]=[N:27][NH:28]3)=[CH:24][CH:23]=2)[CH2:13][CH2:12]1.